Task: Predict the reaction yield, written as a fraction of the theoretical maximum amount of product (1.0 means a 100% yield; for example, 0.34 means a 34% yield).. Dataset: Reaction yield outcomes from USPTO patents with 853,638 reactions (1) The reactants are [C:1]([Si:5]([CH3:22])([CH3:21])[O:6][C@@H:7]([CH2:14]/[CH:15]=[C:16](/[CH3:20])\[CH2:17][CH:18]=[CH2:19])[C:8](N(OC)C)=[O:9])([CH3:4])([CH3:3])[CH3:2].[CH3:23][Mg]Cl. The catalyst is C1COCC1. The product is [C:1]([Si:5]([CH3:22])([CH3:21])[O:6][C@@H:7]([CH2:14]/[CH:15]=[C:16](/[CH3:20])\[CH2:17][CH:18]=[CH2:19])[C:8](=[O:9])[CH3:23])([CH3:4])([CH3:3])[CH3:2]. The yield is 0.950. (2) The reactants are [Br:1][C:2]1[CH:3]=[CH:4][C:5]2[O:14][CH2:13][CH2:12][N:11]3[C:7](=[N:8][C:9](I)=[CH:10]3)[C:6]=2[CH:16]=1.Cl.[CH3:18][O:19][CH2:20][C:21]([NH2:23])=[NH:22].[CH3:24][C:25]1([CH3:65])C2C(=C(P(C3C=CC=CC=3)C3C=CC=CC=3)C=CC=2)OC2C(P(C3C=CC=CC=3)C3C=CC=CC=3)=CC=CC1=2.Cl.[CH:67]([NH:70]N)(C)C. The catalyst is CN(C=O)C.C(OCC)(=O)C.C([O-])(=O)C.[Pd+2].C([O-])(=O)C.C(O)(=O)C. The product is [Br:1][C:2]1[CH:3]=[CH:4][C:5]2[O:14][CH2:13][CH2:12][N:11]3[C:7](=[N:8][C:9]([C:67]4[N:70]([CH:25]([CH3:65])[CH3:24])[N:22]=[C:21]([CH2:20][O:19][CH3:18])[N:23]=4)=[CH:10]3)[C:6]=2[CH:16]=1. The yield is 0.400.